The task is: Predict the reactants needed to synthesize the given product.. This data is from Full USPTO retrosynthesis dataset with 1.9M reactions from patents (1976-2016). (1) Given the product [O:1]1[CH2:2][CH2:3][N:4]([CH2:7][CH2:8][NH:9][C:10]2[C:15]([F:16])=[CH:14][CH:13]=[CH:12][C:11]=2[CH:17]=[O:18])[CH2:5][CH2:6]1, predict the reactants needed to synthesize it. The reactants are: [O:1]1[CH2:6][CH2:5][N:4]([CH2:7][CH2:8][NH:9][C:10]2[C:15]([F:16])=[CH:14][CH:13]=[CH:12][C:11]=2[CH2:17][OH:18])[CH2:3][CH2:2]1. (2) Given the product [CH3:1][C:2]([CH3:11])=[CH:3]/[CH:4]=[C:5](\[C:8]([CH3:10])=[CH2:9])/[CH2:6][OH:7], predict the reactants needed to synthesize it. The reactants are: [CH3:1][C:2]([CH3:11])=[CH:3]/[CH:4]=[C:5](\[C:8]([CH3:10])=[CH2:9])/[CH:6]=[O:7].[BH4-].[Na+].O. (3) Given the product [Cl:1][C:2]1[CH:10]=[CH:9][C:5]([C:6]([N:12]([CH3:13])[CH3:11])=[O:7])=[CH:4][N:3]=1, predict the reactants needed to synthesize it. The reactants are: [Cl:1][C:2]1[CH:10]=[CH:9][C:5]([C:6](Cl)=[O:7])=[CH:4][N:3]=1.[CH3:11][NH:12][CH3:13]. (4) Given the product [CH:12]1([C:15]2[C:16]([N:24]3[CH2:25][CH2:26][N:27]([C:6]([C:5]4[CH:4]=[N:3][C:2]([F:1])=[CH:10][C:9]=4[CH3:11])=[O:8])[CH2:28][CH2:29]3)=[N:17][CH:18]=[C:19]([CH:21]3[CH2:23][CH2:22]3)[CH:20]=2)[CH2:13][CH2:14]1, predict the reactants needed to synthesize it. The reactants are: [F:1][C:2]1[CH:10]=[C:9]([CH3:11])[C:5]([C:6]([OH:8])=O)=[CH:4][N:3]=1.[CH:12]1([C:15]2[C:16]([N:24]3[CH2:29][CH2:28][NH:27][CH2:26][CH2:25]3)=[N:17][CH:18]=[C:19]([CH:21]3[CH2:23][CH2:22]3)[CH:20]=2)[CH2:14][CH2:13]1. (5) Given the product [CH3:39][C:40]1([CH3:48])[O:45][C:44](=[O:46])[C:43](=[C:21]([OH:22])[CH:9]2[CH2:10][N:11]([C:14]([O:16][C:17]([CH3:20])([CH3:18])[CH3:19])=[O:15])[CH2:12][CH2:13][N:8]2[C:6]([O:5][C:2]([CH3:4])([CH3:3])[CH3:1])=[O:7])[C:42](=[O:47])[O:41]1, predict the reactants needed to synthesize it. The reactants are: [CH3:1][C:2]([O:5][C:6]([N:8]1[CH2:13][CH2:12][N:11]([C:14]([O:16][C:17]([CH3:20])([CH3:19])[CH3:18])=[O:15])[CH2:10][CH:9]1[C:21](O)=[O:22])=[O:7])([CH3:4])[CH3:3].C1CCC(N=C=NC2CCCCC2)CC1.[CH3:39][C:40]1([CH3:48])[O:45][C:44](=[O:46])[CH2:43][C:42](=[O:47])[O:41]1. (6) Given the product [BrH:55].[F:1][C:2]1[CH:3]=[C:4]2[C:9](=[CH:10][CH:11]=1)[N:8]=[CH:7][CH:6]=[C:5]2[O:12][CH2:58][CH2:57][CH2:56][Br:55], predict the reactants needed to synthesize it. The reactants are: [F:1][C:2]1[CH:3]=[C:4]2[C:9](=[CH:10][CH:11]=1)[N:8]=[CH:7][CH:6]=[C:5]2[OH:12].FC1C=CC(N)=CC=1.C(OC=C(C(OCC)=O)C(OCC)=O)C.C1(P(C2C=CC=CC=2)C2C=CC=CC=2)C=CC=CC=1.[Br:55][CH2:56][CH2:57][CH2:58]O.N(C(OC(C)C)=O)=NC(OC(C)C)=O.Br. (7) Given the product [CH3:6][O:7][C:8]1[C:17]2[C:12](=[CH:13][CH:14]=[CH:15][CH:16]=2)[C:11]([O:18][CH3:19])=[C:10]([CH3:1])[C:9]=1[CH2:20][OH:21], predict the reactants needed to synthesize it. The reactants are: [CH2:1]([Li])CCC.[CH3:6][O:7][C:8]1[C:17]2[C:12](=[CH:13][CH:14]=[CH:15][CH:16]=2)[C:11]([O:18][CH3:19])=[CH:10][C:9]=1[CH2:20][OH:21].CI.O. (8) Given the product [Cl:16][C:17]1[CH:23]=[CH:22][C:21]([Cl:24])=[CH:20][C:18]=1[NH:19][C:2]1[N:7]2[N:8]=[CH:9][CH:10]=[C:6]2[N:5]=[CH:4][C:3]=1[C:11]([O:13][CH2:14][CH3:15])=[O:12], predict the reactants needed to synthesize it. The reactants are: O[C:2]1[N:7]2[N:8]=[CH:9][CH:10]=[C:6]2[N:5]=[CH:4][C:3]=1[C:11]([O:13][CH2:14][CH3:15])=[O:12].[Cl:16][C:17]1[CH:23]=[CH:22][C:21]([Cl:24])=[CH:20][C:18]=1[NH2:19].